From a dataset of Full USPTO retrosynthesis dataset with 1.9M reactions from patents (1976-2016). Predict the reactants needed to synthesize the given product. (1) Given the product [F:3][C:4]([F:14])([F:13])[C:5]1[CH:12]=[CH:11][C:8](/[CH:9]=[CH:16]/[C:15]([O:18][CH2:19][CH3:20])=[O:17])=[CH:7][CH:6]=1, predict the reactants needed to synthesize it. The reactants are: [H-].[Na+].[F:3][C:4]([F:14])([F:13])[C:5]1[CH:12]=[CH:11][C:8]([CH:9]=O)=[CH:7][CH:6]=1.[C:15]([O:18][CH2:19][CH3:20])(=[O:17])[CH3:16]. (2) Given the product [CH3:1][O:2][C:3]([C:4]1[N:17]=[C:18]([NH2:20])[S:19][C:5]=1[C:6]1[CH:11]=[CH:10][CH:9]=[C:8]([O:12][CH3:13])[CH:7]=1)=[O:16], predict the reactants needed to synthesize it. The reactants are: [CH3:1][O:2][C:3](=[O:16])[C:4](=O)[CH:5](Cl)[C:6]1[CH:11]=[CH:10][CH:9]=[C:8]([O:12][CH3:13])[CH:7]=1.[NH2:17][C:18]([NH2:20])=[S:19]. (3) Given the product [O:1]=[C:2]1[CH:7]=[N:6][C:5]2[S:8][C:9]([C:11]([O:13][CH3:14])=[O:12])=[CH:10][C:4]=2[NH:3]1, predict the reactants needed to synthesize it. The reactants are: [O:1]=[C:2]1[CH2:7][NH:6][C:5]2[S:8][C:9]([C:11]([O:13][CH3:14])=[O:12])=[CH:10][C:4]=2[NH:3]1. (4) Given the product [CH2:10]([O:12][C:13](=[O:17])/[CH:14]=[C:15](/[O:8][C:4]1[CH:5]=[CH:6][CH:7]=[C:2]([Br:1])[C:3]=1[F:9])\[CH3:16])[CH3:11], predict the reactants needed to synthesize it. The reactants are: [Br:1][C:2]1[C:3]([F:9])=[C:4]([OH:8])[CH:5]=[CH:6][CH:7]=1.[CH2:10]([O:12][C:13](=[O:17])[C:14]#[C:15][CH3:16])[CH3:11].N12CCCN=C1CCCCC2.